Task: Predict which catalyst facilitates the given reaction.. Dataset: Catalyst prediction with 721,799 reactions and 888 catalyst types from USPTO (1) Reactant: COC1C=CC(CO[C:9]2[CH:10]=[C:11]([CH:15]=[C:16]([N+:18]([O-:20])=[O:19])[CH:17]=2)[C:12](O)=[O:13])=CC=1.C(Cl)(C([Cl:27])=O)=O.CN(C=O)C. Product: [N+:18]([C:16]1[CH:17]=[CH:9][CH:10]=[C:11]([CH:15]=1)[C:12]([Cl:27])=[O:13])([O-:20])=[O:19]. The catalyst class is: 2. (2) Product: [CH2:9]([C@@:11]12[CH2:24][CH2:23][C@@:22]([CH2:26][CH3:58])([OH:25])[CH2:21][C@@H:20]1[CH:19]=[CH:18][C:17]1[CH:16]=[C:15]([C:29]([NH:8][C:7]3[C:2]([CH3:1])=[N:3][CH:4]=[CH:5][CH:6]=3)=[O:31])[CH:14]=[CH:13][C:12]2=1)[C:10]1[CH:41]=[CH:36][CH:35]=[CH:33][CH:34]=1. The catalyst class is: 11. Reactant: [CH3:1][C:2]1[C:7]([NH2:8])=[CH:6][CH:5]=[CH:4][N:3]=1.[CH2:9]([C@:11]12[CH2:24][CH2:23][C@:22]([CH2:26]CC)([OH:25])[CH2:21][C@H:20]1[CH:19]=[CH:18][C:17]1[CH:16]=[C:15]([C:29]([O:31]C)=O)[CH:14]=[CH:13][C:12]2=1)[CH3:10].[CH2:33]([C@@:35]12CC[C@@](CCC)(O)C[C@@H]1C=C[C:41]1C=C(C(OC)=O)C=C[C:36]2=1)[CH3:34].[Li+].[CH3:58][Si]([N-][Si](C)(C)C)(C)C. (3) Reactant: [C:1](=[O:4])([O-])[O-].Cl[C:6]1C=[C:8]([C:12](=O)[C:13]([C:15]2[CH:20]=[CH:19][C:18]([O:21][CH:22]([F:24])[F:23])=[C:17]([CH3:25])[CH:16]=2)=O)[CH:9]=[CH:10][CH:11]=1.[ClH:27].[CH3:28][NH:29][C:30]([NH2:32])=[NH:31].O1CCOCC1. Product: [NH2:31][C:30]1[N:29]([CH3:28])[C:1](=[O:4])[C:13]([C:12]2[CH:6]=[CH:11][CH:10]=[C:9]([Cl:27])[CH:8]=2)([C:15]2[CH:20]=[CH:19][C:18]([O:21][CH:22]([F:23])[F:24])=[C:17]([CH3:25])[CH:16]=2)[N:32]=1. The catalyst class is: 97. (4) Reactant: [Br:1][C:2]1[CH:3]=[C:4]([CH:8]=[C:9]([C:11]([F:14])([F:13])[F:12])[CH:10]=1)[C:5](O)=[O:6].C([O-])(O)=O.[Na+]. Product: [Br:1][C:2]1[CH:3]=[C:4]([CH2:5][OH:6])[CH:8]=[C:9]([C:11]([F:13])([F:14])[F:12])[CH:10]=1. The catalyst class is: 1. (5) Reactant: [H-].[Na+].[CH3:3][S:4][CH2:5][C:6]([O:8][CH3:9])=[O:7].[CH:10]([O:12][CH3:13])=[O:11].[C:14]1([CH3:24])[CH:19]=[CH:18][C:17]([S:20]([Cl:23])(=[O:22])=[O:21])=[CH:16][CH:15]=1. Product: [CH3:3][S:4][C:5](=[CH:13][O:12][S:20]([C:17]1[CH:18]=[CH:19][C:14]([CH3:24])=[CH:15][CH:16]=1)(=[O:22])=[O:21])[C:6]([O:8][CH3:9])=[O:7].[Cl:23][CH:6]=[C:5]([S:4][CH3:3])[C:10]([O:12][CH3:13])=[O:11]. The catalyst class is: 3.